From a dataset of Reaction yield outcomes from USPTO patents with 853,638 reactions. Predict the reaction yield, written as a fraction of the theoretical maximum amount of product (1.0 means a 100% yield; for example, 0.34 means a 34% yield). (1) The reactants are C1(P(C2C=CC=CC=2)C2C=CC=CC=2)C=CC=CC=1.CCOC(/N=N/C(OCC)=O)=O.C1(C)C=CC=CC=1.[OH:39][C:40]1[CH:45]=[CH:44][C:43]([CH2:46][C:47](=[O:49])[CH3:48])=[CH:42][CH:41]=1.[C:50]([O:54][C:55]([N:57]1[CH2:62][CH2:61][CH:60](O)[CH2:59][CH2:58]1)=[O:56])([CH3:53])([CH3:52])[CH3:51]. The catalyst is O1CCCC1. The product is [C:50]([O:54][C:55]([N:57]1[CH2:62][CH2:61][CH:60]([O:39][C:40]2[CH:41]=[CH:42][C:43]([CH2:46][C:47](=[O:49])[CH3:48])=[CH:44][CH:45]=2)[CH2:59][CH2:58]1)=[O:56])([CH3:53])([CH3:51])[CH3:52]. The yield is 0.590. (2) The reactants are [O:1]=[C:2]1[NH:7][CH2:6][N:5]([C@H:8]2[CH2:13][CH2:12][C@H:11]([CH2:14][N:15]3[CH2:20][CH2:19][N:18]([CH2:21][CH2:22][C:23]#[N:24])[CH2:17][CH2:16]3)[CH2:10][CH2:9]2)[C:4]2[C:25]3[CH:31]=[CH:30][N:29]([CH2:32][O:33][CH2:34][CH2:35][Si:36]([CH3:39])([CH3:38])[CH3:37])[C:26]=3[N:27]=[CH:28][C:3]1=2.[CH:40]1(B(O)O)[CH2:42][CH2:41]1.N1C=CC=CC=1C1C=CC=CN=1.C(=O)([O-])[O-].[Na+].[Na+]. The catalyst is ClCCCl.C([O-])(=O)C.[Cu+2].C([O-])(=O)C.O. The product is [CH:40]1([N:7]2[C:2](=[O:1])[C:3]3[CH:28]=[N:27][C:26]4[N:29]([CH2:32][O:33][CH2:34][CH2:35][Si:36]([CH3:38])([CH3:37])[CH3:39])[CH:30]=[CH:31][C:25]=4[C:4]=3[N:5]([C@H:8]3[CH2:13][CH2:12][C@H:11]([CH2:14][N:15]4[CH2:16][CH2:17][N:18]([CH2:21][CH2:22][C:23]#[N:24])[CH2:19][CH2:20]4)[CH2:10][CH2:9]3)[CH2:6]2)[CH2:42][CH2:41]1. The yield is 0.470. (3) The reactants are [F:1][C:2]1[CH:7]=[C:6]([F:8])[C:5]([N+:9]([O-])=O)=[CH:4][C:3]=1[OH:12]. The product is [NH2:9][C:5]1[C:6]([F:8])=[CH:7][C:2]([F:1])=[C:3]([OH:12])[CH:4]=1. The catalyst is CCOC(C)=O.[OH-].[Pd+2].[OH-]. The yield is 0.960. (4) The reactants are [F:1][C:2]1[CH:3]=[C:4]([CH:7]=[C:8]([B:10]2[O:14][C:13]([CH3:16])([CH3:15])[C:12]([CH3:18])([CH3:17])[O:11]2)[CH:9]=1)[C:5]#[N:6].[N:19]([Si](C)(C)C)=[N+:20]=[N-:21].C([Sn](=O)CCCC)CCC. The catalyst is COCCOC. The product is [F:1][C:2]1[CH:3]=[C:4]([C:5]2[NH:21][N:20]=[N:19][N:6]=2)[CH:7]=[C:8]([B:10]2[O:14][C:13]([CH3:16])([CH3:15])[C:12]([CH3:18])([CH3:17])[O:11]2)[CH:9]=1. The yield is 0.640. (5) The reactants are ClCCl.[Cl:4][C:5]1[CH:6]=[C:7]([N:11]([O:25][CH:26]2[CH2:31][CH2:30][CH2:29][CH2:28][O:27]2)[C:12]([C:14]2[O:15][C:16]3[C:23]([NH2:24])=[CH:22][CH:21]=[CH:20][C:17]=3[C:18]=2O)=[NH:13])[CH:8]=[CH:9][CH:10]=1.[C:32](OC(=O)C)(=[O:34])[CH3:33]. The catalyst is N1C=CC=CC=1. The product is [Cl:4][C:5]1[CH:6]=[C:7]([N:11]([O:25][CH:26]2[CH2:31][CH2:30][CH2:29][CH2:28][O:27]2)[C:12]([C:14]2[O:15][C:16]3[C:23]([NH:24][C:32](=[O:34])[CH3:33])=[CH:22][CH:21]=[CH:20][C:17]=3[CH:18]=2)=[NH:13])[CH:8]=[CH:9][CH:10]=1. The yield is 0.990. (6) The reactants are Cl.[NH:2]1[CH2:7][CH2:6][O:5][CH2:4][CH:3]1[C:8]([NH2:10])=[O:9].[C:11](O)(=O)[CH3:12].[C:15]([BH3-])#N.[Na+]. The catalyst is CO. The product is [CH:12]1([N:2]2[CH2:7][CH2:6][O:5][CH2:4][CH:3]2[C:8]([NH2:10])=[O:9])[CH2:11][CH2:15]1. The yield is 0.470. (7) The reactants are [OH:1][C:2]1[CH:10]=[C:9]2[C:5]([CH2:6][CH2:7][CH2:8]2)=[CH:4][C:3]=1[C:11]1([CH2:27]O)[C:19]2[C:14](=[CH:15][CH:16]=[CH:17][CH:18]=2)[N:13]([CH2:20][C:21]([O:23][CH2:24][CH3:25])=[O:22])[C:12]1=[O:26].C1(P(C2C=CC=CC=2)C2C=CC=CC=2)C=CC=CC=1.N(C(OCC)=O)=NC(OCC)=O. The catalyst is C1COCC1. The product is [O:26]=[C:12]1[C:11]2([CH2:27][O:1][C:2]3[CH:10]=[C:9]4[C:5](=[CH:4][C:3]2=3)[CH2:6][CH2:7][CH2:8]4)[C:19]2[C:14](=[CH:15][CH:16]=[CH:17][CH:18]=2)[N:13]1[CH2:20][C:21]([O:23][CH2:24][CH3:25])=[O:22]. The yield is 0.160. (8) The yield is 0.349. The product is [Cl:12][C:13]1[CH:19]=[C:18]([C:20]([F:22])([F:23])[F:21])[CH:17]=[CH:16][C:14]=1[NH:15][C:7](=[O:9])[C:6]1[CH:10]=[C:2]([Br:1])[CH:3]=[CH:4][C:5]=1[OH:11]. The reactants are [Br:1][C:2]1[CH:10]=[C:6]([C:7]([OH:9])=O)[C:5]([OH:11])=[CH:4][CH:3]=1.[Cl:12][C:13]1[CH:19]=[C:18]([C:20]([F:23])([F:22])[F:21])[CH:17]=[CH:16][C:14]=1[NH2:15]. No catalyst specified. (9) The reactants are [F:1][C:2]1[CH:7]=[C:6]([C:8]2[CH:9]=[C:10]3[CH:16]=[CH:15][NH:14][C:11]3=[N:12][CH:13]=2)[CH:5]=[CH:4][C:3]=1[CH:17]1[CH2:22][CH2:21][N:20]([C:23]([O:25][C:26]([CH3:29])([CH3:28])[CH3:27])=[O:24])[CH2:19][CH2:18]1.[I:30]N1C(=O)CCC1=O. The catalyst is C(Cl)Cl. The product is [F:1][C:2]1[CH:7]=[C:6]([C:8]2[CH:9]=[C:10]3[C:16]([I:30])=[CH:15][NH:14][C:11]3=[N:12][CH:13]=2)[CH:5]=[CH:4][C:3]=1[CH:17]1[CH2:22][CH2:21][N:20]([C:23]([O:25][C:26]([CH3:29])([CH3:28])[CH3:27])=[O:24])[CH2:19][CH2:18]1. The yield is 0.947. (10) The reactants are C(OC([N:8]1[CH2:13][CH2:12][C:11]([OH:37])([C:14]2[N:15](COCC[Si](C)(C)C)[CH:16]=[C:17]([C:19]3[CH:24]=[CH:23][CH:22]=[C:21]([C:25]([F:28])([F:27])[F:26])[CH:20]=3)[N:18]=2)[CH2:10][CH2:9]1)=O)(C)(C)C.C(O)C.Cl. No catalyst specified. The product is [F:27][C:25]([F:26])([F:28])[C:21]1[CH:20]=[C:19]([C:17]2[N:18]=[C:14]([C:11]3([OH:37])[CH2:10][CH2:9][NH:8][CH2:13][CH2:12]3)[NH:15][CH:16]=2)[CH:24]=[CH:23][CH:22]=1. The yield is 0.996.